This data is from Peptide-MHC class I binding affinity with 185,985 pairs from IEDB/IMGT. The task is: Regression. Given a peptide amino acid sequence and an MHC pseudo amino acid sequence, predict their binding affinity value. This is MHC class I binding data. (1) The binding affinity (normalized) is 0.668. The MHC is HLA-A26:01 with pseudo-sequence HLA-A26:01. The peptide sequence is FVIKVSARV. (2) The peptide sequence is NLAPHLLLI. The MHC is HLA-A68:02 with pseudo-sequence HLA-A68:02. The binding affinity (normalized) is 0.380. (3) The peptide sequence is SISIKLTDS. The MHC is HLA-A02:01 with pseudo-sequence HLA-A02:01. The binding affinity (normalized) is 0. (4) The peptide sequence is GPPITPPII. The MHC is Mamu-A01 with pseudo-sequence Mamu-A01. The binding affinity (normalized) is 0.730. (5) The peptide sequence is LELAEITAE. The MHC is HLA-A24:03 with pseudo-sequence HLA-A24:03. The binding affinity (normalized) is 0.0847. (6) The peptide sequence is GIKNLKSLL. The MHC is HLA-A02:03 with pseudo-sequence HLA-A02:03. The binding affinity (normalized) is 0.273. (7) The peptide sequence is KIRLRPGGK. The MHC is HLA-B15:03 with pseudo-sequence HLA-B15:03. The binding affinity (normalized) is 0. (8) The peptide sequence is RRNDVARIF. The MHC is HLA-A30:01 with pseudo-sequence HLA-A30:01. The binding affinity (normalized) is 0.0847. (9) The peptide sequence is ESTINLLPY. The MHC is HLA-A02:03 with pseudo-sequence HLA-A02:03. The binding affinity (normalized) is 0.0847.